Dataset: Full USPTO retrosynthesis dataset with 1.9M reactions from patents (1976-2016). Task: Predict the reactants needed to synthesize the given product. (1) Given the product [I-:26].[CH2:18]([P+:9]([CH2:1][CH2:2][CH2:3][CH2:4][CH2:5][CH2:6][CH2:7][CH3:8])([CH2:10][CH2:11][CH2:12][CH2:13][CH2:14][CH2:15][CH2:16][CH3:17])[CH3:27])[CH2:19][CH2:20][CH2:21][CH2:22][CH2:23][CH2:24][CH3:25], predict the reactants needed to synthesize it. The reactants are: [CH2:1]([P:9]([CH2:18][CH2:19][CH2:20][CH2:21][CH2:22][CH2:23][CH2:24][CH3:25])[CH2:10][CH2:11][CH2:12][CH2:13][CH2:14][CH2:15][CH2:16][CH3:17])[CH2:2][CH2:3][CH2:4][CH2:5][CH2:6][CH2:7][CH3:8].[I:26][CH3:27]. (2) Given the product [CH:1]1([O:3][C:4]2[CH:5]=[C:6]([CH2:14][O:15][Si:16]([CH:17]([CH3:18])[CH3:19])([CH:23]([CH3:25])[CH3:24])[CH:20]([CH3:22])[CH3:21])[CH:7]=[CH:8][C:9]=2[O:10][CH:11]([F:12])[F:13])[CH2:27][CH2:2]1, predict the reactants needed to synthesize it. The reactants are: [CH:1]([O:3][C:4]1[CH:5]=[C:6]([CH2:14][O:15][Si:16]([CH:23]([CH3:25])[CH3:24])([CH:20]([CH3:22])[CH3:21])[CH:17]([CH3:19])[CH3:18])[CH:7]=[CH:8][C:9]=1[O:10][CH:11]([F:13])[F:12])=[CH2:2].Cl[CH2:27]I.C([Zn]CC)C. (3) Given the product [OH:17][CH2:16][CH2:15][NH:14][C:4]1[N:5]=[C:6]([NH:10][CH2:11][CH2:12][OH:13])[C:7]([C:8]#[N:9])=[C:2]([N:29]2[CH2:28][CH2:27][N:26]([C:21]3[CH:22]=[CH:23][CH:24]=[CH:25][C:20]=3[O:19][CH3:18])[CH2:31][CH2:30]2)[N:3]=1, predict the reactants needed to synthesize it. The reactants are: Cl[C:2]1[C:7]([C:8]#[N:9])=[C:6]([NH:10][CH2:11][CH2:12][OH:13])[N:5]=[C:4]([NH:14][CH2:15][CH2:16][OH:17])[N:3]=1.[CH3:18][O:19][C:20]1[CH:25]=[CH:24][CH:23]=[CH:22][C:21]=1[N:26]1[CH2:31][CH2:30][NH:29][CH2:28][CH2:27]1.C(N(C(C)C)C(C)C)C.